From a dataset of Forward reaction prediction with 1.9M reactions from USPTO patents (1976-2016). Predict the product of the given reaction. (1) The product is: [CH3:25][O:26][C:27]1[CH:28]=[C:29]([C:33]2[O:34][C:35]([CH:38]3[CH2:43][CH2:42][N:41]([C:15](=[O:17])[CH2:14][CH2:13][CH2:12][C:4]4[NH:3][C:2](=[O:1])[C:11]5[C:6](=[CH:7][CH:8]=[CH:9][CH:10]=5)[N:5]=4)[CH2:40][CH2:39]3)=[N:36][N:37]=2)[CH:30]=[CH:31][CH:32]=1. Given the reactants [O:1]=[C:2]1[C:11]2[C:6](=[CH:7][CH:8]=[CH:9][CH:10]=2)[N:5]=[C:4]([CH2:12][CH2:13][CH2:14][C:15]([OH:17])=O)[NH:3]1.FC(F)(F)C(O)=O.[CH3:25][O:26][C:27]1[CH:28]=[C:29]([C:33]2[O:34][C:35]([CH:38]3[CH2:43][CH2:42][NH:41][CH2:40][CH2:39]3)=[N:36][N:37]=2)[CH:30]=[CH:31][CH:32]=1, predict the reaction product. (2) The product is: [C:1]([C:5]1[N:6]=[C:7]([N:22]2[C:23]3([CH2:28][O:25][CH2:24]3)[CH2:26][CH2:27]2)[C:8]2[N:13]=[N:12][N:11]([CH2:14][C:15]3[CH:20]=[CH:19][CH:18]=[CH:17][C:16]=3[Cl:21])[C:9]=2[N:10]=1)([CH3:3])([CH3:4])[CH3:2]. Given the reactants [C:1]([C:5]1[N:6]=[C:7]([N:22]2[CH2:27][CH2:26][O:25][CH2:24][CH2:23]2)[C:8]2[N:13]=[N:12][N:11]([CH2:14][C:15]3[CH:20]=[CH:19][CH:18]=[CH:17][C:16]=3[Cl:21])[C:9]=2[N:10]=1)([CH3:4])([CH3:3])[CH3:2].[C:28](C1N=C(Cl)C2N=NN(CC3C=CC=CC=3Cl)C=2N=1)(C)(C)C.C(O)(=O)C(O)=O.N1C2(COC2)CC1, predict the reaction product.